Predict the reactants needed to synthesize the given product. From a dataset of Full USPTO retrosynthesis dataset with 1.9M reactions from patents (1976-2016). (1) Given the product [CH2:21]([N:11]1[C:12]2[C:7](=[C:6]([OH:36])[C:5]([C:3]([NH:37][CH2:38][C:39]([OH:41])=[O:40])=[O:4])=[N:14][C:13]=2[C:15]2[CH:16]=[N:17][CH:18]=[CH:19][CH:20]=2)[CH:8]=[C:9]([CH2:29][C:30]2[CH:31]=[CH:32][CH:33]=[CH:34][CH:35]=2)[C:10]1=[O:28])[C:22]1[CH:27]=[CH:26][CH:25]=[CH:24][CH:23]=1, predict the reactants needed to synthesize it. The reactants are: CO[C:3]([C:5]1[C:6]([OH:36])=[C:7]2[C:12](=[C:13]([C:15]3[CH:16]=[N:17][CH:18]=[CH:19][CH:20]=3)[N:14]=1)[N:11]([CH2:21][C:22]1[CH:27]=[CH:26][CH:25]=[CH:24][CH:23]=1)[C:10](=[O:28])[C:9]([CH2:29][C:30]1[CH:35]=[CH:34][CH:33]=[CH:32][CH:31]=1)=[CH:8]2)=[O:4].[NH2:37][CH2:38][C:39]([OH:41])=[O:40].C[O-].[Na+]. (2) Given the product [C:1]([O:5][C:6]([C@@:8]1([CH2:22][CH2:23][CH2:24][O:25][Si:26]([C:29]([CH3:31])([CH3:30])[CH3:32])([CH3:28])[CH3:27])[CH:12]([F:53])[C:11](=[O:13])[N:10]([C@@H:14]([C:16]2[CH:17]=[CH:18][CH:19]=[CH:20][CH:21]=2)[CH3:15])[CH2:9]1)=[O:7])([CH3:4])([CH3:3])[CH3:2], predict the reactants needed to synthesize it. The reactants are: [C:1]([O:5][C:6]([C@@:8]1([CH2:22][CH2:23][CH2:24][O:25][Si:26]([C:29]([CH3:32])([CH3:31])[CH3:30])([CH3:28])[CH3:27])[CH2:12][C:11](=[O:13])[N:10]([C@@H:14]([C:16]2[CH:21]=[CH:20][CH:19]=[CH:18][CH:17]=2)[CH3:15])[CH2:9]1)=[O:7])([CH3:4])([CH3:3])[CH3:2].C[Si](C)(C)[N-][Si](C)(C)C.[Li+].C1C=CC(S(N(S(C2C=CC=CC=2)(=O)=O)[F:53])(=O)=O)=CC=1. (3) The reactants are: [CH:1]1([N:7]2[CH2:13][C:12]([CH2:15][CH3:16])([F:14])[C:11](=[O:17])[N:10]([CH3:18])[C:9]3[CH:19]=[N:20][C:21]([NH:23][C:24]4[CH:32]=[CH:31][C:27]([C:28](O)=[O:29])=[CH:26][C:25]=4[O:33][CH3:34])=[N:22][C:8]2=3)[CH2:6][CH2:5][CH2:4][CH2:3][CH2:2]1.CN(C(ON1N=[N:50][C:45]2[CH:46]=C[CH:48]=[N:49][C:44]1=2)=[N+](C)C)C.F[P-](F)(F)(F)(F)F.Cl.CN1CC(N)C1. Given the product [CH:1]1([N:7]2[CH2:13][C:12]([CH2:15][CH3:16])([F:14])[C:11](=[O:17])[N:10]([CH3:18])[C:9]3[CH:19]=[N:20][C:21]([NH:23][C:24]4[CH:32]=[CH:31][C:27]([C:28]([NH:50][CH:45]5[CH2:44][N:49]([CH3:48])[CH2:46]5)=[O:29])=[CH:26][C:25]=4[O:33][CH3:34])=[N:22][C:8]2=3)[CH2:6][CH2:5][CH2:4][CH2:3][CH2:2]1, predict the reactants needed to synthesize it. (4) Given the product [CH3:1][O:2][C:3]1[CH:4]=[CH:5][C:6]([C@H:9]2[CH2:11][C@@H:10]2[CH2:12][O:13][C:14]2[C:23]([CH:24]3[CH2:25][CH2:26][CH2:27][N:28]([C:30]([O:32][C:33]([CH3:36])([CH3:35])[CH3:34])=[O:31])[CH2:29]3)=[CH:22][C:21]3[C:16](=[CH:17][CH:18]=[CH:19][N:20]=3)[N:15]=2)=[N:7][CH:8]=1, predict the reactants needed to synthesize it. The reactants are: [CH3:1][O:2][C:3]1[CH:4]=[CH:5][C:6]([C@H:9]2[CH2:11][C@@H:10]2[CH2:12][O:13][C:14]2[C:23]([C:24]3[CH2:29][N:28]([C:30]([O:32][C:33]([CH3:36])([CH3:35])[CH3:34])=[O:31])[CH2:27][CH2:26][CH:25]=3)=[CH:22][C:21]3[C:16](=[CH:17][CH:18]=[CH:19][N:20]=3)[N:15]=2)=[N:7][CH:8]=1. (5) Given the product [CH3:12][CH:13]([CH2:32][CH2:33][CH2:34][CH:35]([CH3:37])[CH3:36])[CH2:14][CH2:15][O:16][C:17]1[CH:22]=[CH:21][C:20]([C:3]2[CH:8]=[CH:7][CH:6]=[CH:5][C:4]=2[N+:9]([O-:11])=[O:10])=[CH:19][CH:18]=1, predict the reactants needed to synthesize it. The reactants are: [Al].Br[C:3]1[CH:8]=[CH:7][CH:6]=[CH:5][C:4]=1[N+:9]([O-:11])=[O:10].[CH3:12][CH:13]([CH2:32][CH2:33][CH2:34][CH:35]([CH3:37])[CH3:36])[CH2:14][CH2:15][O:16][C:17]1[CH:22]=[CH:21][C:20](B2OC(C)(C)C(C)(C)O2)=[CH:19][CH:18]=1.C(=O)([O-])[O-].[K+].[K+].